From a dataset of Reaction yield outcomes from USPTO patents with 853,638 reactions. Predict the reaction yield, written as a fraction of the theoretical maximum amount of product (1.0 means a 100% yield; for example, 0.34 means a 34% yield). (1) The reactants are [N:1]([C:4]1[CH:9]=[CH:8][C:7]([O:10][CH3:11])=[CH:6][CH:5]=1)=[N+:2]=[N-:3].[Cl:12][C:13]1[CH:14]=[C:15]([CH2:20][C:21]#[N:22])[CH:16]=[CH:17][C:18]=1[Cl:19].C[O-].[Na+]. The catalyst is C(O)C. The product is [Cl:12][C:13]1[CH:14]=[C:15]([C:20]2[N:3]=[N:2][N:1]([C:4]3[CH:5]=[CH:6][C:7]([O:10][CH3:11])=[CH:8][CH:9]=3)[C:21]=2[NH2:22])[CH:16]=[CH:17][C:18]=1[Cl:19]. The yield is 0.340. (2) The reactants are [CH:1]1[CH:6]=[N:5][CH:4]=[C:3]([C:7]2[CH2:11][CH2:10][CH2:9][N:8]=2)[CH:2]=1. The catalyst is CO.[Pd]. The product is [CH:1]1[CH:6]=[N:5][CH:4]=[C:3]([CH:7]2[NH:8][CH2:9][CH2:10][CH2:11]2)[CH:2]=1. The yield is 0.847. (3) The reactants are Br[C:2]1[N:11]([CH2:12][O:13][CH2:14][CH2:15][Si:16]([CH3:19])([CH3:18])[CH3:17])[C:5]2[CH:6]=[N:7][NH:8][C:9](=[O:10])[C:4]=2[C:3]=1[Cl:20].BrC1N(COCC[Si](C)(C)C)C2C=NNC(=O)C=2C=1.[CH:40]1([CH2:43][O:44][C:45]2[CH:46]=[C:47](B3OC(C)(C)C(C)(C)O3)[CH:48]=[CH:49][C:50]=2[O:51][CH3:52])[CH2:42][CH2:41]1.C1(OC2C=C(B3OC(C)(C)C(C)(C)O3)C=CC=2OC(F)F)CC1. No catalyst specified. The product is [Cl:20][C:3]1[C:4]2[C:9](=[O:10])[NH:8][N:7]=[CH:6][C:5]=2[N:11]([CH2:12][O:13][CH2:14][CH2:15][Si:16]([CH3:19])([CH3:18])[CH3:17])[C:2]=1[C:47]1[CH:48]=[CH:49][C:50]([O:51][CH3:52])=[C:45]([O:44][CH2:43][CH:40]2[CH2:42][CH2:41]2)[CH:46]=1. The yield is 0.670. (4) The reactants are [CH3:1][C:2]1[C:6]([C:7]2[CH:8]=[C:9]([C:25]([NH:27][CH2:28][C:29]3[O:33][N:32]=[C:31]([CH2:34]O)[CH:30]=3)=[O:26])[C:10](=[O:24])[N:11]([C:14]3[CH:19]=[CH:18][CH:17]=[C:16]([C:20]([F:23])([F:22])[F:21])[CH:15]=3)[C:12]=2[CH3:13])=[C:5]([CH3:36])[O:4][N:3]=1.[CH3:37][S:38]SC.C(P(CC)CC)C. The catalyst is O1CCOCC1. The product is [CH3:1][C:2]1[C:6]([C:7]2[CH:8]=[C:9]([C:25]([NH:27][CH2:28][C:29]3[O:33][N:32]=[C:31]([CH2:34][S:38][CH3:37])[CH:30]=3)=[O:26])[C:10](=[O:24])[N:11]([C:14]3[CH:19]=[CH:18][CH:17]=[C:16]([C:20]([F:23])([F:22])[F:21])[CH:15]=3)[C:12]=2[CH3:13])=[C:5]([CH3:36])[O:4][N:3]=1. The yield is 0.750. (5) The reactants are [N:1]1[C:6]([CH2:7][NH:8][C:9](=[O:15])[O:10][C:11]([CH3:14])([CH3:13])[CH3:12])=[CH:5][N:4]=[C:3]2[NH:16][CH:17]=[CH:18][C:2]=12.C1C(=O)N([Br:26])C(=O)C1. The catalyst is CN(C=O)C. The product is [Br:26][C:18]1[C:2]2[C:3](=[N:4][CH:5]=[C:6]([CH2:7][NH:8][C:9](=[O:15])[O:10][C:11]([CH3:14])([CH3:13])[CH3:12])[N:1]=2)[NH:16][CH:17]=1. The yield is 0.980. (6) The reactants are [F:1][C:2]1[CH:7]=[CH:6][CH:5]=[CH:4][C:3]=1[N:8]1[C:12]2[CH:13]=[CH:14][CH:15]=[CH:16][C:11]=2[N:10]([CH2:17][CH2:18][CH2:19][N:20]2[CH2:25][CH2:24][CH:23]([NH:26]C(=O)OC(C)(C)C)[CH2:22][CH2:21]2)[S:9]1(=[O:35])=[O:34].[ClH:36]. The catalyst is CCOCC.CO.CCOCC. The product is [ClH:36].[ClH:36].[F:1][C:2]1[CH:7]=[CH:6][CH:5]=[CH:4][C:3]=1[N:8]1[C:12]2[CH:13]=[CH:14][CH:15]=[CH:16][C:11]=2[N:10]([CH2:17][CH2:18][CH2:19][N:20]2[CH2:25][CH2:24][CH:23]([NH2:26])[CH2:22][CH2:21]2)[S:9]1(=[O:35])=[O:34]. The yield is 0.870.